This data is from Catalyst prediction with 721,799 reactions and 888 catalyst types from USPTO. The task is: Predict which catalyst facilitates the given reaction. (1) The catalyst class is: 2. Reactant: [C:1]1([NH:7][C:8]([C:10]2[CH:15]=[CH:14][C:13]([C:16]3[N:24]=[C:23]([CH:25]4[CH2:30][CH2:29][NH:28][CH2:27][CH2:26]4)[CH:22]=[CH:21][C:17]=3[C:18]([NH2:20])=[O:19])=[CH:12][CH:11]=2)=[O:9])[CH:6]=[CH:5][CH:4]=[CH:3][CH:2]=1.CCN(C(C)C)C(C)C.[C:40](Cl)(=[O:43])[CH:41]=[CH2:42].O. Product: [C:40]([N:28]1[CH2:29][CH2:30][CH:25]([C:23]2[CH:22]=[CH:21][C:17]([C:18]([NH2:20])=[O:19])=[C:16]([C:13]3[CH:14]=[CH:15][C:10]([C:8](=[O:9])[NH:7][C:1]4[CH:2]=[CH:3][CH:4]=[CH:5][CH:6]=4)=[CH:11][CH:12]=3)[N:24]=2)[CH2:26][CH2:27]1)(=[O:43])[CH:41]=[CH2:42]. (2) Reactant: [C:1](Cl)(=O)C.[S:5]1[CH:9]=[CH:8][C:7]([CH2:10][C:11]([OH:13])=[O:12])=[CH:6]1. Product: [S:5]1[CH:9]=[CH:8][C:7]([CH2:10][C:11]([O:13][CH3:1])=[O:12])=[CH:6]1. The catalyst class is: 5. (3) Reactant: [Cl:1][C:2]1[N:10]=[CH:9][CH:8]=[CH:7][C:3]=1[C:4](Cl)=[O:5].[CH2:11]([NH:13][CH2:14][CH3:15])[CH3:12]. Product: [Cl:1][C:2]1[N:10]=[CH:9][CH:8]=[CH:7][C:3]=1[C:4]([N:13]([CH2:14][CH3:15])[CH2:11][CH3:12])=[O:5]. The catalyst class is: 4. (4) Reactant: [NH2:1][C:2]1[CH:7]=[CH:6][CH:5]=[CH:4][C:3]=1[SH:8].CCN(C(C)C)C(C)C.[Cl:18][C:19]1[C:27]([CH2:28]Cl)=[CH:26][C:22]2[O:23][CH2:24][O:25][C:21]=2[CH:20]=1.C(N(CC)CC)C.[C:37](Cl)(=[O:39])[CH3:38].C(O)C(N)(CO)CO. Product: [Cl:18][C:19]1[C:27]([CH2:28][S:8][C:3]2[CH:4]=[CH:5][CH:6]=[CH:7][C:2]=2[NH:1][C:37](=[O:39])[CH3:38])=[CH:26][C:22]2[O:23][CH2:24][O:25][C:21]=2[CH:20]=1. The catalyst class is: 154. (5) Reactant: [CH3:1][O:2][C:3]1[CH:11]=[CH:10][CH:9]=[CH:8][C:4]=1[C:5](Cl)=[O:6].O[NH:13][C:14]([CH2:16][CH2:17][CH2:18][CH2:19][C:20]([O:22][CH3:23])=[O:21])=[NH:15]. Product: [CH3:1][O:2][C:3]1[CH:11]=[CH:10][CH:9]=[CH:8][C:4]=1[C:5]1[O:6][N:15]=[C:14]([CH2:16][CH2:17][CH2:18][CH2:19][C:20]([O:22][CH3:23])=[O:21])[N:13]=1. The catalyst class is: 17. (6) Reactant: [Cl:1][C:2]1[C:11]2[C:6](=[C:7]([OH:12])[CH:8]=[CH:9][CH:10]=2)[N:5]=[C:4]([CH3:13])[CH:3]=1.C(=O)([O-])[O-].[K+].[K+]. The catalyst class is: 131. Product: [CH2:2]([O:12][C:7]1[CH:8]=[CH:9][CH:10]=[C:11]2[C:6]=1[N:5]=[C:4]([CH3:13])[CH:3]=[C:2]2[Cl:1])[C:11]1[CH:6]=[CH:7][CH:8]=[CH:9][CH:10]=1. (7) Reactant: [Cl:1][C:2]1[N:10]=[C:9]2[C:5]([NH:6][CH:7]=[N:8]2)=[C:4]([Cl:11])[N:3]=1.C(=O)([O-])[O-].[K+].[K+].[CH:18]1(I)[CH2:23][CH2:22][CH2:21][CH2:20][CH2:19]1. Product: [Cl:1][C:2]1[N:10]=[C:9]2[C:5]([N:6]=[CH:7][N:8]2[CH:18]2[CH2:23][CH2:22][CH2:21][CH2:20][CH2:19]2)=[C:4]([Cl:11])[N:3]=1. The catalyst class is: 16.